This data is from Forward reaction prediction with 1.9M reactions from USPTO patents (1976-2016). The task is: Predict the product of the given reaction. (1) The product is: [CH2:16]([NH:11][C@H:9]1[CH2:8][CH2:7][C:5]2[N:6]=[C:2]([NH2:1])[S:3][C:4]=2[CH2:10]1)[CH2:17][CH3:18].[CH3:23][C:22]1[CH:24]=[CH:25][C:19]([S:12]([OH:15])(=[O:14])=[O:13])=[CH:20][CH:21]=1. Given the reactants [NH2:1][C:2]1[S:3][C:4]2[CH2:10][C@@H:9]([NH2:11])[CH2:8][CH2:7][C:5]=2[N:6]=1.[S:12]([C:19]1[CH:25]=[CH:24][C:22]([CH3:23])=[CH:21][CH:20]=1)([O:15][CH2:16][CH2:17][CH3:18])(=[O:14])=[O:13], predict the reaction product. (2) Given the reactants P(Cl)(Cl)([Cl:3])=O.[CH2:6]([O:8][C:9]1[CH:18]=[C:17]2[C:12]([C:13](=O)[NH:14][CH:15]=[N:16]2)=[C:11]([O:20][CH2:21][C@H:22]2[CH2:27][CH2:26][CH2:25][CH2:24][N:23]2[C:28]([O:30][C:31]([CH3:34])([CH3:33])[CH3:32])=[O:29])[CH:10]=1)[CH3:7].C(N(CC)C(C)C)(C)C, predict the reaction product. The product is: [Cl:3][C:13]1[C:12]2[C:17](=[CH:18][C:9]([O:8][CH2:6][CH3:7])=[CH:10][C:11]=2[O:20][CH2:21][C@H:22]2[CH2:27][CH2:26][CH2:25][CH2:24][N:23]2[C:28]([O:30][C:31]([CH3:34])([CH3:33])[CH3:32])=[O:29])[N:16]=[CH:15][N:14]=1. (3) Given the reactants [N+:1]([C:4]1[CH:5]=[C:6]2[C:10](=[CH:11][CH:12]=1)[NH:9][CH:8]=[CH:7]2)([O-:3])=[O:2].[C:13](O)(=O)[CH3:14].[CH3:17][N+:18](C)=[CH2:19].[I-], predict the reaction product. The product is: [CH3:17][N:18]([CH3:19])[CH2:13][CH2:14][C:7]1[C:6]2[C:10](=[CH:11][CH:12]=[C:4]([N+:1]([O-:3])=[O:2])[CH:5]=2)[NH:9][CH:8]=1. (4) Given the reactants Cl[C:2]1[N:7]=[CH:6][N:5]=[C:4]([NH:8][C:9]2[CH:14]=[CH:13][C:12]([N:15]3[CH2:20][CH2:19][N:18]([C:21]4([CH3:25])[CH2:24][O:23][CH2:22]4)[CH2:17][CH2:16]3)=[CH:11][CH:10]=2)[N:3]=1.[F:26][C@H:27]1[C@@H:32]([O:33][C:34]2[CH:41]=[CH:40][C:39](B3OC(C)(C)C(C)(C)O3)=[CH:38][C:35]=2[C:36]#[N:37])[CH2:31][CH2:30][N:29]([C:51](=[O:55])[C@@H:52]([OH:54])[CH3:53])[CH2:28]1.C(COC)OC.C(=O)([O-])[O-].[Na+].[Na+], predict the reaction product. The product is: [F:26][C@H:27]1[C@@H:32]([O:33][C:34]2[CH:41]=[CH:40][C:39]([C:2]3[N:3]=[C:4]([NH:8][C:9]4[CH:14]=[CH:13][C:12]([N:15]5[CH2:20][CH2:19][N:18]([C:21]6([CH3:25])[CH2:24][O:23][CH2:22]6)[CH2:17][CH2:16]5)=[CH:11][CH:10]=4)[N:5]=[CH:6][N:7]=3)=[CH:38][C:35]=2[C:36]#[N:37])[CH2:31][CH2:30][N:29]([C:51](=[O:55])[C@@H:52]([OH:54])[CH3:53])[CH2:28]1. (5) Given the reactants [Cl:1][C:2]1[CH:3]=[CH:4][C:5]2[CH2:11][S:10](=[O:13])(=[O:12])[N:9]([CH3:14])[N:8]=[C:7]([C:15]3[CH:20]=[CH:19][C:18]([F:21])=[CH:17][CH:16]=3)[C:6]=2[CH:22]=1.[CH3:23]I, predict the reaction product. The product is: [Cl:1][C:2]1[CH:3]=[CH:4][C:5]2[CH:11]([CH3:23])[S:10](=[O:12])(=[O:13])[N:9]([CH3:14])[N:8]=[C:7]([C:15]3[CH:20]=[CH:19][C:18]([F:21])=[CH:17][CH:16]=3)[C:6]=2[CH:22]=1. (6) Given the reactants [OH:1][C:2]1[C:7]([O:8][CH3:9])=[C:6]([O:10][CH3:11])[N:5]([CH2:12][C:13]2[CH:18]=[CH:17][C:16]([O:19][CH3:20])=[CH:15][CH:14]=2)[C:4](=[O:21])[C:3]=1[C:22](OC)=[O:23].[CH3:26][NH:27][CH2:28][CH2:29][CH2:30][CH3:31].N1C=CC=CC1=O, predict the reaction product. The product is: [CH2:28]([N:27]([CH3:26])[C:22]([C:3]1[C:4](=[O:21])[N:5]([CH2:12][C:13]2[CH:18]=[CH:17][C:16]([O:19][CH3:20])=[CH:15][CH:14]=2)[C:6]([O:10][CH3:11])=[C:7]([O:8][CH3:9])[C:2]=1[OH:1])=[O:23])[CH2:29][CH2:30][CH3:31]. (7) Given the reactants C(Cl)(=O)C(Cl)=O.CN(C=O)C.[Cl:12][C:13]1[CH:18]=[CH:17][CH:16]=[CH:15][C:14]=1[C:19]1[C:23]([C:24]([OH:26])=[O:25])=[C:22]([CH:27]2[CH2:29][CH2:28]2)[O:21][N:20]=1.O[N:31]=[C:32]([C:34]1[CH:42]=[CH:41][C:37]2[O:38][CH2:39][O:40][C:36]=2[CH:35]=1)[NH2:33].C1COCC1.C(N(CC)CC)C, predict the reaction product. The product is: [Cl:12][C:13]1[CH:18]=[CH:17][CH:16]=[CH:15][C:14]=1[C:19]1[C:23]([C:24]([O:26]/[N:31]=[C:32](/[C:34]2[CH:42]=[CH:41][C:37]3[O:38][CH2:39][O:40][C:36]=3[CH:35]=2)\[NH2:33])=[O:25])=[C:22]([CH:27]2[CH2:28][CH2:29]2)[O:21][N:20]=1. (8) Given the reactants C[O:2][C:3]([C:5]1[CH:6]=[C:7]2[C:11](=[CH:12][CH:13]=1)[N:10]([C:14]1[CH:19]=[C:18]([Cl:20])[N:17]=[CH:16][N:15]=1)[CH2:9][CH2:8]2)=[O:4].O1CCCC1.O.[OH-].[Li+], predict the reaction product. The product is: [Cl:20][C:18]1[N:17]=[CH:16][N:15]=[C:14]([N:10]2[C:11]3[C:7](=[CH:6][C:5]([C:3]([OH:4])=[O:2])=[CH:13][CH:12]=3)[CH2:8][CH2:9]2)[CH:19]=1. (9) Given the reactants [NH2:1][C:2]1[C:11]([C:12]#N)=[CH:10][C:9]2[CH2:8][CH2:7][CH2:6][CH2:5][C:4]=2[N:3]=1.[C:14]1([CH3:22])[CH:19]=[CH:18][C:17]([Mg]Br)=[CH:16][CH:15]=1.Cl.[OH-:24].[Na+], predict the reaction product. The product is: [NH2:1][C:2]1[C:11]([C:12]([C:17]2[CH:18]=[CH:19][C:14]([CH3:22])=[CH:15][CH:16]=2)=[O:24])=[CH:10][C:9]2[CH2:8][CH2:7][CH2:6][CH2:5][C:4]=2[N:3]=1. (10) Given the reactants Cl[C:2]([O:4][CH2:5][CH:6]=[CH2:7])=[O:3].[CH2:8]([O:11][C:12]([NH:14][C:15]1[CH:20]=[CH:19][N:18]([C@H:21]2[C:25]([F:27])([F:26])[C@H:24]([OH:28])[C@@H:23]([CH2:29][OH:30])[O:22]2)[C:17](=[O:31])[N:16]=1)=[O:13])[CH:9]=[CH2:10].C(N(CC)C(C)C)(C)C, predict the reaction product. The product is: [CH2:8]([O:11][C:12]([NH:14][C:15]1[CH:20]=[CH:19][N:18]([C@H:21]2[C:25]([F:26])([F:27])[C@H:24]([O:28][C:2]([O:4][CH2:5][CH:6]=[CH2:7])=[O:3])[C@@H:23]([CH2:29][OH:30])[O:22]2)[C:17](=[O:31])[N:16]=1)=[O:13])[CH:9]=[CH2:10].